From a dataset of Full USPTO retrosynthesis dataset with 1.9M reactions from patents (1976-2016). Predict the reactants needed to synthesize the given product. (1) The reactants are: [Cl:1][C:2]1[CH:3]=[C:4]([CH:9]=[C:10]([Cl:21])[C:11]=1[O:12][C:13]1[CH:18]=[CH:17][C:16]([O:19]C)=[CH:15][CH:14]=1)[C:5]([O:7]C)=[O:6].B(Br)(Br)Br. Given the product [Cl:1][C:2]1[CH:3]=[C:4]([CH:9]=[C:10]([Cl:21])[C:11]=1[O:12][C:13]1[CH:18]=[CH:17][C:16]([OH:19])=[CH:15][CH:14]=1)[C:5]([OH:7])=[O:6], predict the reactants needed to synthesize it. (2) Given the product [C:54]1([NH:53][C:17]([C:15]2[CH:14]=[CH:13][C:5]3[N:6]([CH2:7][O:8][CH2:9][CH2:10][O:11][CH3:12])[C:2]([Cl:1])=[N:3][C:4]=3[CH:16]=2)=[O:19])[CH:59]=[CH:58][CH:57]=[CH:56][CH:55]=1, predict the reactants needed to synthesize it. The reactants are: [Cl:1][C:2]1[N:6]([CH2:7][O:8][CH2:9][CH2:10][O:11][CH3:12])[C:5]2[CH:13]=[CH:14][C:15]([C:17]([OH:19])=O)=[CH:16][C:4]=2[N:3]=1.CN(C(ON1N=NC2C=CC=NC1=2)=[N+](C)C)C.F[P-](F)(F)(F)(F)F.CCN(C(C)C)C(C)C.[NH2:53][C:54]1[CH:59]=[CH:58][CH:57]=[CH:56][CH:55]=1. (3) Given the product [Br:15][C:11]1[CH:10]=[C:9]([N:8]2[C:7]3[CH:6]=[CH:5][C:4]([C:16](=[O:18])[CH3:17])=[CH:3][C:2]=3[N:1]=[CH:19]2)[CH:14]=[CH:13][CH:12]=1, predict the reactants needed to synthesize it. The reactants are: [NH2:1][C:2]1[CH:3]=[C:4]([C:16](=[O:18])[CH3:17])[CH:5]=[CH:6][C:7]=1[NH:8][C:9]1[CH:14]=[CH:13][CH:12]=[C:11]([Br:15])[CH:10]=1.[CH:19](OCC)(OCC)OCC.C1(C)C=CC(S(O)(=O)=O)=CC=1.